This data is from Retrosynthesis with 50K atom-mapped reactions and 10 reaction types from USPTO. The task is: Predict the reactants needed to synthesize the given product. Given the product Cc1csc2nc(C(=O)NCc3cccc(CNC(=O)c4ncn(C(c5ccccc5)(c5ccccc5)c5ccccc5)n4)c3)[nH]c(=O)c12, predict the reactants needed to synthesize it. The reactants are: Cc1csc2nc(C(=O)NCc3cccc(CN)c3)[nH]c(=O)c12.O=C(O)c1ncn(C(c2ccccc2)(c2ccccc2)c2ccccc2)n1.